From a dataset of Forward reaction prediction with 1.9M reactions from USPTO patents (1976-2016). Predict the product of the given reaction. (1) Given the reactants [CH:1]1([NH:5][C:6]2[C:11]([NH2:12])=[CH:10][C:9]([C:13]([F:16])([F:15])[F:14])=[CH:8][N:7]=2)[CH2:4][CH2:3][CH2:2]1.[N:17]#[C:18]Br, predict the reaction product. The product is: [CH:1]1([N:5]2[C:6]3=[N:7][CH:8]=[C:9]([C:13]([F:16])([F:14])[F:15])[CH:10]=[C:11]3[N:12]=[C:18]2[NH2:17])[CH2:2][CH2:3][CH2:4]1. (2) Given the reactants Cl[C:2]1[N:7]=[CH:6][N:5]=[C:4]([C:8]([NH:10][C:11]2[CH:16]=[CH:15][C:14]([S:17](=[O:21])(=[O:20])[NH:18][CH3:19])=[CH:13][C:12]=2[CH3:22])=[O:9])[CH:3]=1.C(NC(C)C)(C)C.[CH:30]1([CH2:33][NH:34][CH2:35][CH2:36][CH3:37])[CH2:32][CH2:31]1, predict the reaction product. The product is: [CH:30]1([CH2:33][N:34]([CH2:35][CH2:36][CH3:37])[C:2]2[N:7]=[CH:6][N:5]=[C:4]([C:8]([NH:10][C:11]3[CH:16]=[CH:15][C:14]([S:17]([NH:18][CH3:19])(=[O:21])=[O:20])=[CH:13][C:12]=3[CH3:22])=[O:9])[CH:3]=2)[CH2:32][CH2:31]1. (3) Given the reactants [CH2:1](O)[CH3:2].[CH2:4]([C:6]([CH3:8])=O)[CH3:5], predict the reaction product. The product is: [CH2:5]=[CH:4][CH2:6][CH2:8][CH2:5][CH2:4][CH2:6][CH2:8][CH2:5][CH2:4][CH2:6][CH2:8][CH2:5][CH2:4][CH2:6][CH2:8][CH2:1][CH3:2]. (4) Given the reactants [C:1]([O:5][C:6](=[O:17])[NH:7][CH2:8][C:9]1[CH:14]=[CH:13][C:12]([OH:15])=[C:11]([Br:16])[CH:10]=1)([CH3:4])([CH3:3])[CH3:2].Br[CH2:19][C:20]([NH2:22])=[O:21].C([O-])([O-])=O.[Cs+].[Cs+], predict the reaction product. The product is: [C:1]([O:5][C:6](=[O:17])[NH:7][CH2:8][C:9]1[CH:14]=[CH:13][C:12]([O:15][CH2:19][C:20](=[O:21])[NH2:22])=[C:11]([Br:16])[CH:10]=1)([CH3:4])([CH3:2])[CH3:3].